This data is from Full USPTO retrosynthesis dataset with 1.9M reactions from patents (1976-2016). The task is: Predict the reactants needed to synthesize the given product. (1) Given the product [C:18]([C@@H:11]1[C:12]2[C:17](=[CH:16][CH:15]=[CH:14][CH:13]=2)[C@H:9]([NH:8][C:6](=[O:7])[C:5]2[CH:21]=[CH:22][CH:23]=[C:3]([C:2]([F:1])([F:25])[F:24])[CH:4]=2)[CH2:10]1)#[N:20], predict the reactants needed to synthesize it. The reactants are: [F:1][C:2]([F:25])([F:24])[C:3]1[CH:4]=[C:5]([CH:21]=[CH:22][CH:23]=1)[C:6]([NH:8][C@H:9]1[C:17]2[C:12](=[CH:13][CH:14]=[CH:15][CH:16]=2)[C@@H:11]([C:18]([NH2:20])=O)[CH2:10]1)=[O:7].FC(F)(F)C(OC(=O)C(F)(F)F)=O.N1C=CC=CC=1. (2) Given the product [NH2:1][C:2]1[CH:7]=[CH:6][C:5]([C:8]([N:10]2[CH2:15][CH2:14][CH:13]([NH:16][C:17]3[N:22]=[C:21]([C:23]4[C:31]5[C:26](=[CH:27][CH:28]=[CH:29][CH:30]=5)[NH:25][CH:24]=4)[C:20]([Cl:41])=[CH:19][N:18]=3)[CH2:12][CH2:11]2)=[O:9])=[C:4]([F:42])[CH:3]=1, predict the reactants needed to synthesize it. The reactants are: [NH2:1][C:2]1[CH:7]=[CH:6][C:5]([C:8]([N:10]2[CH2:15][CH2:14][CH:13]([NH:16][C:17]3[N:22]=[C:21]([C:23]4[C:31]5[C:26](=[CH:27][CH:28]=[CH:29][CH:30]=5)[N:25](S(C5C=CC=CC=5)(=O)=O)[CH:24]=4)[C:20]([Cl:41])=[CH:19][N:18]=3)[CH2:12][CH2:11]2)=[O:9])=[C:4]([F:42])[CH:3]=1.[OH-].[Na+]. (3) Given the product [Cl:1][C:2]1[CH:3]=[C:4]([C:9]([F:15])([F:16])[C:10]([OH:12])=[O:11])[CH:5]=[CH:6][C:7]=1[CH3:8], predict the reactants needed to synthesize it. The reactants are: [Cl:1][C:2]1[CH:3]=[C:4]([C:9]([F:16])([F:15])[C:10]([O:12]CC)=[O:11])[CH:5]=[CH:6][C:7]=1[CH3:8].O.[OH-].[Li+].